This data is from Forward reaction prediction with 1.9M reactions from USPTO patents (1976-2016). The task is: Predict the product of the given reaction. (1) Given the reactants [N+:1]([C:4]1[CH:9]=[CH:8][C:7]([NH:10][CH:11]2[CH2:16][CH2:15][CH:14]([O:17][CH2:18][C:19]([OH:21])=O)[CH2:13][CH2:12]2)=[CH:6][C:5]=1[C:22]([F:25])([F:24])[F:23])([O-:3])=[O:2].CCN=C=NCCCN(C)C.Cl.C1C=CC2N(O)N=NC=2C=1.C(N(CC)CC)C.[F:55][C:56]([F:74])([F:73])[C:57]1[CH:58]=[CH:59][C:60]2[O:64][CH:63]([CH2:65][N:66]3[CH2:71][CH2:70][NH:69][CH2:68][CH2:67]3)[CH2:62][C:61]=2[CH:72]=1, predict the reaction product. The product is: [N+:1]([C:4]1[CH:9]=[CH:8][C:7]([NH:10][CH:11]2[CH2:12][CH2:13][CH:14]([O:17][CH2:18][C:19]([N:69]3[CH2:70][CH2:71][N:66]([CH2:65][CH:63]4[CH2:62][C:61]5[CH:72]=[C:57]([C:56]([F:74])([F:55])[F:73])[CH:58]=[CH:59][C:60]=5[O:64]4)[CH2:67][CH2:68]3)=[O:21])[CH2:15][CH2:16]2)=[CH:6][C:5]=1[C:22]([F:25])([F:23])[F:24])([O-:3])=[O:2]. (2) Given the reactants C(=O)([O-])[O-].[Na+].[Na+].[O:7]([C:14]1[CH:19]=[CH:18][C:17](B(O)O)=[CH:16][CH:15]=1)[C:8]1[CH:13]=[CH:12][CH:11]=[CH:10][CH:9]=1.I[C:24]1[C:25]([NH2:32])=[N:26][CH:27]=[CH:28][C:29]=1[O:30][CH3:31], predict the reaction product. The product is: [CH3:31][O:30][C:29]1[CH:28]=[CH:27][N:26]=[C:25]([NH2:32])[C:24]=1[C:17]1[CH:18]=[CH:19][C:14]([O:7][C:8]2[CH:13]=[CH:12][CH:11]=[CH:10][CH:9]=2)=[CH:15][CH:16]=1. (3) The product is: [OH:30][CH2:29][C@H:24]([NH:23][C:13]([C@@H:9]1[CH2:10][CH2:11][CH2:12][N:8]1[C:6]([O:5][C:1]([CH3:2])([CH3:3])[CH3:4])=[O:7])=[O:15])[C:25]([O:27][CH3:28])=[O:26]. Given the reactants [C:1]([O:5][C:6]([N:8]1[CH2:12][CH2:11][CH2:10][C@H:9]1[C:13]([OH:15])=O)=[O:7])([CH3:4])([CH3:3])[CH3:2].CN1CCOCC1.[NH2:23][C@@H:24]([CH2:29][OH:30])[C:25]([O:27][CH3:28])=[O:26], predict the reaction product. (4) Given the reactants [Br:1][C:2]1[CH:3]=[CH:4][C:5]([F:27])=[C:6]([C:8]([NH:20]S(C(C)(C)C)=O)([CH2:18][F:19])[CH2:9][S:10]([C:13]([C:16]#[N:17])([CH3:15])[CH3:14])(=[O:12])=[O:11])[CH:7]=1.Cl, predict the reaction product. The product is: [NH2:17][C:16]1[C:13]([CH3:15])([CH3:14])[S:10](=[O:12])(=[O:11])[CH2:9][C@@:8]([C:6]2[CH:7]=[C:2]([Br:1])[CH:3]=[CH:4][C:5]=2[F:27])([CH2:18][F:19])[N:20]=1.[NH2:17][C:16]1[C:13]([CH3:15])([CH3:14])[S:10](=[O:12])(=[O:11])[CH2:9][C@:8]([C:6]2[CH:7]=[C:2]([Br:1])[CH:3]=[CH:4][C:5]=2[F:27])([CH2:18][F:19])[N:20]=1. (5) Given the reactants [CH3:1][O:2][C:3]([NH:5][C@H:6]([C@@H:11]([CH3:14])[CH2:12][CH3:13])[CH2:7]C(O)=O)=[O:4].Cl.Cl.[CH2:17]([NH:24][NH2:25])[C:18]1[CH:23]=[CH:22][CH:21]=[CH:20][CH:19]=1.C(N(C(C)C)CC)(C)C.CCN=C=NCCCN(C)C.C1C=CC2N([OH:55])N=NC=2C=1, predict the reaction product. The product is: [CH2:17]([NH:24][NH:25][C:7]([C@@H:6]([NH:5][C:3](=[O:4])[O:2][CH3:1])[C@@H:11]([CH3:14])[CH2:12][CH3:13])=[O:55])[C:18]1[CH:23]=[CH:22][CH:21]=[CH:20][CH:19]=1.